This data is from Full USPTO retrosynthesis dataset with 1.9M reactions from patents (1976-2016). The task is: Predict the reactants needed to synthesize the given product. Given the product [CH3:13][C:14]1[CH:15]=[CH:10][N:9]=[C:8]([N:3]2[CH2:4][CH:5]3[CH:1]([CH2:7][NH:6]3)[CH2:2]2)[N:20]=1, predict the reactants needed to synthesize it. The reactants are: [CH:1]12[CH2:7][NH:6][CH:5]1[CH2:4][N:3]([C:8]1C=N[C:15]3[C:10](=CC=[CH:13][CH:14]=3)[N:9]=1)[CH2:2]2.ClC1N=C(C)C=C[N:20]=1.